This data is from Full USPTO retrosynthesis dataset with 1.9M reactions from patents (1976-2016). The task is: Predict the reactants needed to synthesize the given product. (1) Given the product [Cl:1][C:2]1[N:3]=[C:4]([N:12]2[CH2:17][CH2:16][O:15][CH2:14][CH2:13]2)[C:5]2[S:10][C:9]([C:18]#[N:19])=[CH:8][C:6]=2[N:7]=1, predict the reactants needed to synthesize it. The reactants are: [Cl:1][C:2]1[N:3]=[C:4]([N:12]2[CH2:17][CH2:16][O:15][CH2:14][CH2:13]2)[C:5]2[S:10][C:9](I)=[CH:8][C:6]=2[N:7]=1.[C:18]([Cu])#[N:19].Cl. (2) Given the product [CH3:31][C:10]1[N:9]([CH2:8][C:5]2[CH:6]=[CH:7][C:2]([NH:39][CH2:38][CH2:37][N:32]3[CH2:36][CH2:35][CH2:34][CH2:33]3)=[N:3][CH:4]=2)[CH:13]=[C:12]([C:14]2[O:18][N:17]=[C:16]([C:19]3[CH:24]=[CH:23][C:22]([S:25]([F:28])([F:29])([F:26])([F:30])[F:27])=[CH:21][CH:20]=3)[N:15]=2)[CH:11]=1, predict the reactants needed to synthesize it. The reactants are: Cl[C:2]1[CH:7]=[CH:6][C:5]([CH2:8][N:9]2[CH:13]=[C:12]([C:14]3[O:18][N:17]=[C:16]([C:19]4[CH:24]=[CH:23][C:22]([S:25]([F:30])([F:29])([F:28])([F:27])[F:26])=[CH:21][CH:20]=4)[N:15]=3)[CH:11]=[C:10]2[CH3:31])=[CH:4][N:3]=1.[N:32]1([CH2:37][CH2:38][NH2:39])[CH2:36][CH2:35][CH2:34][CH2:33]1. (3) Given the product [Br:1][C:2]1[CH:3]=[CH:4][C:5]([C:6]([N:22]2[CH2:23][CH2:24][N:19]([C:16]3[C:15]([CH3:25])=[CH:14][C:13]([CH2:11][CH3:12])=[CH:18][N:17]=3)[CH2:20][CH2:21]2)=[O:8])=[CH:9][CH:10]=1, predict the reactants needed to synthesize it. The reactants are: [Br:1][C:2]1[CH:10]=[CH:9][C:5]([C:6]([OH:8])=O)=[CH:4][CH:3]=1.[CH2:11]([C:13]1[CH:14]=[C:15]([CH3:25])[C:16]([N:19]2[CH2:24][CH2:23][NH:22][CH2:21][CH2:20]2)=[N:17][CH:18]=1)[CH3:12]. (4) Given the product [Cl:1][C:2]1[CH:9]=[C:8]([Cl:10])[CH:7]=[CH:6][C:3]=1[CH:4]=[C:14]([CH3:15])[CH:13]=[O:16], predict the reactants needed to synthesize it. The reactants are: [Cl:1][C:2]1[CH:9]=[C:8]([Cl:10])[CH:7]=[CH:6][C:3]=1[CH:4]=O.[OH-].[K+].[CH:13](=[O:16])[CH2:14][CH3:15]. (5) Given the product [Cl:1][C:2]1[CH:7]=[C:6]([NH2:8])[CH:5]=[C:4]([CH3:11])[CH:3]=1, predict the reactants needed to synthesize it. The reactants are: [Cl:1][C:2]1[CH:7]=[C:6]([N+:8]([O-])=O)[CH:5]=[C:4]([CH3:11])[CH:3]=1.O.O.Cl[Sn]Cl.